Task: Regression/Classification. Given a drug SMILES string, predict its absorption, distribution, metabolism, or excretion properties. Task type varies by dataset: regression for continuous measurements (e.g., permeability, clearance, half-life) or binary classification for categorical outcomes (e.g., BBB penetration, CYP inhibition). Dataset: cyp2c9_veith.. Dataset: CYP2C9 inhibition data for predicting drug metabolism from PubChem BioAssay (1) The result is 0 (non-inhibitor). The molecule is CN(C)c1cc[n+](CC(=O)Nc2cc(C(F)(F)F)ccc2Cl)cc1.[Cl-]. (2) The compound is CCOC(=O)c1cc2c(C)n(-c3ccc(C)cc3)c(C)c2ccc1=O. The result is 1 (inhibitor). (3) The drug is COc1cccc(Cn2c(=O)c(-c3cc(F)cc(F)c3)nc3cncnc32)c1. The result is 1 (inhibitor).